This data is from Full USPTO retrosynthesis dataset with 1.9M reactions from patents (1976-2016). The task is: Predict the reactants needed to synthesize the given product. (1) Given the product [Br:35][C:33]1[CH:32]=[CH:31][C:30]([Cl:36])=[C:29]([CH2:28][C:25]2[CH:26]=[CH:27][C:22]([O:21][CH2:20][CH2:19][O:5][CH:1]3[CH2:4][CH2:3][CH2:2]3)=[CH:23][CH:24]=2)[CH:34]=1, predict the reactants needed to synthesize it. The reactants are: [CH:1]1([OH:5])[CH2:4][CH2:3][CH2:2]1.[H-].[Na+].CC1C=CC(S(O[CH2:19][CH2:20][O:21][C:22]2[CH:27]=[CH:26][C:25]([CH2:28][C:29]3[CH:34]=[C:33]([Br:35])[CH:32]=[CH:31][C:30]=3[Cl:36])=[CH:24][CH:23]=2)(=O)=O)=CC=1. (2) The reactants are: Cl.[NH2:2][CH2:3][C:4]1[C:13](=[O:14])[C:12]2[C:7](=[N:8][C:9]([C:15]([F:18])([F:17])[F:16])=[CH:10][CH:11]=2)[N:6]([C:19]2[CH:24]=[CH:23][CH:22]=[CH:21][CH:20]=2)[C:5]=1[C:25]([O:27][CH3:28])=[O:26].[S:29]([C:33]1[CH:41]=[CH:40][C:36]([C:37](O)=[O:38])=[CH:35][CH:34]=1)(=[O:32])(=[O:31])[NH2:30]. Given the product [CH3:28][O:27][C:25]([C:5]1[N:6]([C:19]2[CH:20]=[CH:21][CH:22]=[CH:23][CH:24]=2)[C:7]2[C:12]([C:13](=[O:14])[C:4]=1[CH2:3][NH:2][C:37](=[O:38])[C:36]1[CH:40]=[CH:41][C:33]([S:29](=[O:32])(=[O:31])[NH2:30])=[CH:34][CH:35]=1)=[CH:11][CH:10]=[C:9]([C:15]([F:16])([F:17])[F:18])[N:8]=2)=[O:26], predict the reactants needed to synthesize it. (3) Given the product [CH2:1]([NH:8][C:9]([N:11]1[C@H:16]2[CH2:17][N:18]([CH2:31][C:32]3[CH:37]=[CH:36][CH:35]=[C:34]([N:43]4[CH2:46][CH:45]([N:47]5[CH2:52][CH2:51][N:50]([CH3:53])[C@@H:49]([CH3:54])[CH2:48]5)[CH2:44]4)[N:33]=3)[C:19](=[O:30])[C@H:20]([CH2:21][C:22]3[CH:27]=[CH:26][C:25]([OH:28])=[CH:24][C:23]=3[F:29])[N:15]2[C:14](=[O:39])[CH2:13][N:12]1[CH2:40][CH:41]=[CH2:42])=[O:10])[C:2]1[CH:7]=[CH:6][CH:5]=[CH:4][CH:3]=1, predict the reactants needed to synthesize it. The reactants are: [CH2:1]([NH:8][C:9]([N:11]1[C@H:16]2[CH2:17][N:18]([CH2:31][C:32]3[CH:37]=[CH:36][CH:35]=[C:34](F)[N:33]=3)[C:19](=[O:30])[C@H:20]([CH2:21][C:22]3[CH:27]=[CH:26][C:25]([OH:28])=[CH:24][C:23]=3[F:29])[N:15]2[C:14](=[O:39])[CH2:13][N:12]1[CH2:40][CH:41]=[CH2:42])=[O:10])[C:2]1[CH:7]=[CH:6][CH:5]=[CH:4][CH:3]=1.[NH:43]1[CH2:46][CH:45]([N:47]2[CH2:52][CH2:51][N:50]([CH3:53])[C@@H:49]([CH3:54])[CH2:48]2)[CH2:44]1. (4) Given the product [CH3:20][C:7]1[C:6](/[CH:3]=[CH:2]/[C:1]#[N:4])=[CH:10][N:9]([C:11]2[CH:16]=[CH:15][N:14]=[C:13]3[NH:17][CH:18]=[CH:19][C:12]=23)[N:8]=1, predict the reactants needed to synthesize it. The reactants are: [C:1](#[N:4])[CH:2]=[CH2:3].Br[C:6]1[C:7]([CH3:20])=[N:8][N:9]([C:11]2[CH:16]=[CH:15][N:14]=[C:13]3[NH:17][CH:18]=[CH:19][C:12]=23)[CH:10]=1.C(N(CC)CC)C.CN(C=O)C. (5) Given the product [CH3:19][C:18]([CH3:21])([CH3:20])[C:17]([C:11]1[CH:12]=[CH:13][C:8]([S:5]([NH:4][CH3:3])(=[O:6])=[O:7])=[C:9]([C:15]#[N:16])[C:10]=1[CH3:14])=[O:22], predict the reactants needed to synthesize it. The reactants are: [H-].[Na+].[CH3:3][NH:4][S:5]([C:8]1[CH:13]=[CH:12][CH:11]=[C:10]([CH3:14])[C:9]=1[C:15]#[N:16])(=[O:7])=[O:6].[C:17](Cl)(=[O:22])[C:18]([CH3:21])([CH3:20])[CH3:19]. (6) Given the product [CH3:7][N:8]1[C:16]2[C:11](=[CH:12][C:13]([C:39]([F:41])([F:42])[F:40])=[CH:14][C:15]=2[CH2:17][O:18][CH2:19][C:20]2([C:33]3[CH:38]=[CH:37][CH:36]=[CH:35][CH:34]=3)[CH2:21][CH2:22][N:23]([CH3:26])[CH2:24][CH2:25]2)[CH:10]=[CH:9]1, predict the reactants needed to synthesize it. The reactants are: [H-].[Al+3].[Li+].[H-].[H-].[H-].[CH3:7][N:8]1[C:16]2[C:11](=[CH:12][C:13]([C:39]([F:42])([F:41])[F:40])=[CH:14][C:15]=2[CH2:17][O:18][CH2:19][C:20]2([C:33]3[CH:38]=[CH:37][CH:36]=[CH:35][CH:34]=3)[CH2:25][CH2:24][N:23]([C:26](OC(C)(C)C)=O)[CH2:22][CH2:21]2)[CH:10]=[CH:9]1.